Task: Predict the reactants needed to synthesize the given product.. Dataset: Full USPTO retrosynthesis dataset with 1.9M reactions from patents (1976-2016) (1) Given the product [C:1]1([C:15]2[CH:16]=[CH:17][CH:18]=[CH:19][CH:20]=2)[CH:2]=[CH:3][C:4]([CH2:7][C@@H:9]2[NH:13][C:12](=[O:14])[CH2:11][CH2:10]2)=[CH:5][CH:6]=1, predict the reactants needed to synthesize it. The reactants are: [C:1]1([C:15]2[CH:20]=[CH:19][CH:18]=[CH:17][CH:16]=2)[CH:6]=[CH:5][C:4]([C:7]([C@@H:9]2[NH:13][C:12](=[O:14])[CH2:11][CH2:10]2)=O)=[CH:3][CH:2]=1.S(=O)(=O)(O)O. (2) Given the product [CH3:14][O:13][CH:12]([O:15][CH3:16])[C:7]1[CH:6]=[CH:5][C:4]2[C:9](=[CH:10][CH:11]=[C:2]([CH:24]=[O:25])[CH:3]=2)[N:8]=1, predict the reactants needed to synthesize it. The reactants are: Br[C:2]1[CH:3]=[C:4]2[C:9](=[CH:10][CH:11]=1)[N:8]=[C:7]([CH:12]([O:15][CH3:16])[O:13][CH3:14])[CH:6]=[CH:5]2.C([Li])CCC.CN(C)[CH:24]=[O:25].O. (3) Given the product [CH2:29]([NH:37][C:39]([O:9][CH:6]1[CH2:7][CH2:8][CH:3]([CH2:2][O:1][C:15]([N:17]2[CH2:18][CH2:19][CH2:27][CH2:21]2)=[O:16])[CH2:4][CH2:5]1)=[O:38])[CH2:30][C:31]1[CH:36]=[CH:35][CH:34]=[CH:33][CH:32]=1, predict the reactants needed to synthesize it. The reactants are: [OH:1][CH2:2][CH:3]1[CH2:8][CH2:7][CH:6]([OH:9])[CH2:5][CH2:4]1.C1N=CN([C:15]([N:17]2[CH:21]=N[CH:19]=[CH:18]2)=[O:16])C=1.N1CCCC1.[CH3:27]I.[CH2:29]([NH2:37])[CH2:30][C:31]1[CH:36]=[CH:35][CH:34]=[CH:33][CH:32]=1.[O:38]1CCC[CH2:39]1. (4) Given the product [N:6]1[CH:7]=[CH:8][CH:9]=[CH:10][C:5]=1[CH2:4][CH2:3][CH2:2][C:11]1[CH:12]=[CH:13][C:14]([NH:17][C:18]([C:20]2[C:21]([C:26]3[CH:27]=[CH:28][C:29]([C:32]([F:33])([F:34])[F:35])=[CH:30][CH:31]=3)=[CH:22][CH:23]=[CH:24][CH:25]=2)=[O:19])=[CH:15][CH:16]=1, predict the reactants needed to synthesize it. The reactants are: O[CH:2]([C:11]1[CH:16]=[CH:15][C:14]([NH:17][C:18]([C:20]2[C:21]([C:26]3[CH:31]=[CH:30][C:29]([C:32]([F:35])([F:34])[F:33])=[CH:28][CH:27]=3)=[CH:22][CH:23]=[CH:24][CH:25]=2)=[O:19])=[CH:13][CH:12]=1)[CH2:3][CH2:4][C:5]1[CH:10]=[CH:9][CH:8]=[CH:7][N:6]=1.[H][H]. (5) Given the product [CH2:1]([O:8][N:9]1[C:15](=[O:16])[N:14]2[CH2:17][C@@H:10]1[CH2:11][CH2:12][C@@H:13]2[C:18]([NH:27][NH:26][C:24]([CH:21]1[CH2:23][CH2:22]1)=[O:25])=[O:20])[C:2]1[CH:3]=[CH:4][CH:5]=[CH:6][CH:7]=1, predict the reactants needed to synthesize it. The reactants are: [CH2:1]([O:8][N:9]1[C:15](=[O:16])[N:14]2[CH2:17][C@H:10]1[CH2:11][CH2:12][C@H:13]2[C:18]([OH:20])=O)[C:2]1[CH:7]=[CH:6][CH:5]=[CH:4][CH:3]=1.[CH:21]1([C:24]([NH:26][NH2:27])=[O:25])[CH2:23][CH2:22]1.ON1C2C=CC=CC=2N=N1.Cl.C(N=C=NCCCN(C)C)C. (6) The reactants are: [Si:1]([O:18][CH2:19][CH2:20][C:21]1[N:30]=[CH:29][C:28]2[C:27](=[O:31])[CH2:26][CH2:25][CH2:24][C:23]=2[N:22]=1)([C:14]([CH3:17])([CH3:16])[CH3:15])([C:8]1[CH:13]=[CH:12][CH:11]=[CH:10][CH:9]=1)[C:2]1[CH:7]=[CH:6][CH:5]=[CH:4][CH:3]=1.[BH4-].[Na+]. Given the product [Si:1]([O:18][CH2:19][CH2:20][C:21]1[N:30]=[CH:29][C:28]2[CH:27]([OH:31])[CH2:26][CH2:25][CH2:24][C:23]=2[N:22]=1)([C:14]([CH3:17])([CH3:15])[CH3:16])([C:2]1[CH:3]=[CH:4][CH:5]=[CH:6][CH:7]=1)[C:8]1[CH:13]=[CH:12][CH:11]=[CH:10][CH:9]=1, predict the reactants needed to synthesize it. (7) Given the product [CH2:9]([O:8][CH2:7][C@@H:6]([O:5][CH3:4])[CH2:16][CH2:17][CH:18]=[O:1])[C:10]1[CH:11]=[CH:12][CH:13]=[CH:14][CH:15]=1, predict the reactants needed to synthesize it. The reactants are: [O:1]=[O+][O-].[CH3:4][O:5][C@@H:6]([CH2:16][CH2:17][CH:18]=C)[CH2:7][O:8][CH2:9][C:10]1[CH:15]=[CH:14][CH:13]=[CH:12][CH:11]=1.CSC.C(N(CC)CC)C.